This data is from Catalyst prediction with 721,799 reactions and 888 catalyst types from USPTO. The task is: Predict which catalyst facilitates the given reaction. (1) Reactant: [NH2:1][C:2]1[N:3]=[C:4]([N:10]2[CH2:15][CH2:14][CH:13]([O:16][C:17]3[CH:22]=[C:21]([F:23])[CH:20]=[CH:19][C:18]=3[Br:24])[CH2:12][CH2:11]2)[S:5][C:6]=1[C:7]([NH2:9])=O.C(O[C:28]([S-])=[S:29])C.[K+].CN(C=O)C.OP([O-])(O)=O.[K+]. The catalyst class is: 27. Product: [Br:24][C:18]1[CH:19]=[CH:20][C:21]([F:23])=[CH:22][C:17]=1[O:16][CH:13]1[CH2:14][CH2:15][N:10]([C:4]2[S:5][C:6]3[CH:7]=[N:9][C:28]([SH:29])=[N:1][C:2]=3[N:3]=2)[CH2:11][CH2:12]1. (2) Reactant: Cl[C:2]1[CH:3]=[C:4]([F:9])[C:5]([F:8])=[N:6][CH:7]=1.[B:10]1([B:10]2[O:14][C:13]([CH3:16])([CH3:15])[C:12]([CH3:18])([CH3:17])[O:11]2)[O:14][C:13]([CH3:16])([CH3:15])[C:12]([CH3:18])([CH3:17])[O:11]1.CC(C1C=C(C(C)C)C(C2C=CC=CC=2P(C2CCCCC2)C2CCCCC2)=C(C(C)C)C=1)C. Product: [F:8][C:5]1[C:4]([F:9])=[CH:3][C:2]([B:10]2[O:14][C:13]([CH3:16])([CH3:15])[C:12]([CH3:18])([CH3:17])[O:11]2)=[CH:7][N:6]=1. The catalyst class is: 102. (3) Product: [CH:1]1[CH:2]=[CH:3][C:4]([C:23]([OH:25])=[O:24])=[C:5]([C:7]2[C:8]3[CH:9]=[CH:10][C:11]([OH:12])=[CH:13][C:14]=3[O:15][C:16]3[C:17]=2[CH:18]=[CH:19][C:20]([CH:21]=3)=[O:22])[CH:6]=1. The catalyst class is: 3. Reactant: [CH:1]1[CH:2]=[CH:3][C:4]([C:23]([OH:25])=[O:24])=[C:5]([C:7]2[C:17]3[CH:18]=[CH:19][C:20]([OH:22])=[CH:21][C:16]=3[O:15][C:14]3[C:8]=2[CH:9]=[CH:10][C:11]([CH:13]=3)=[O:12])[CH:6]=1.[N-]=C=O.